This data is from Forward reaction prediction with 1.9M reactions from USPTO patents (1976-2016). The task is: Predict the product of the given reaction. Given the reactants CC(OC(C)=O)=O.NC1C=CC2OC([C:17]3[O:22][C:21](=[O:23])[C:20]([CH3:24])=[C:19]([O:25][CH2:26][O:27][CH3:28])[C:18]=3[CH3:29])=CC=2C=1.[NH4+].[Cl-], predict the reaction product. The product is: [CH3:24][C:20]1[C:21](=[O:23])[O:22][CH:17]=[C:18]([CH3:29])[C:19]=1[O:25][CH2:26][O:27][CH3:28].